From a dataset of Full USPTO retrosynthesis dataset with 1.9M reactions from patents (1976-2016). Predict the reactants needed to synthesize the given product. (1) Given the product [CH3:3][O:4][CH2:5][CH2:6][CH2:7][O:8][C:9]1[N:14]=[C:13]([O:15][CH:16]2[CH2:17][CH2:18][O:19][CH2:20][CH2:21]2)[C:12]([NH:22][C:23]2[C:24]3[C:31]([CH3:32])=[C:30]([C:33]([OH:35])=[O:34])[S:29][C:25]=3[N:26]=[CH:27][N:28]=2)=[CH:11][CH:10]=1, predict the reactants needed to synthesize it. The reactants are: [OH-].[Na+].[CH3:3][O:4][CH2:5][CH2:6][CH2:7][O:8][C:9]1[N:14]=[C:13]([O:15][CH:16]2[CH2:21][CH2:20][O:19][CH2:18][CH2:17]2)[C:12]([NH:22][C:23]2[C:24]3[C:31]([CH3:32])=[C:30]([C:33]([O:35]C)=[O:34])[S:29][C:25]=3[N:26]=[CH:27][N:28]=2)=[CH:11][CH:10]=1.OS([O-])(=O)=O.[K+]. (2) Given the product [Br:1][C:2]1[CH:3]=[CH:4][C:5]2[N:6]([C:8]([C:18]([NH:28][CH3:27])=[O:20])=[C:9]([C:11]3[CH:12]=[CH:13][C:14]([F:17])=[CH:15][CH:16]=3)[N:10]=2)[CH:7]=1, predict the reactants needed to synthesize it. The reactants are: [Br:1][C:2]1[CH:3]=[CH:4][C:5]2[N:6]([C:8]([C:18]([OH:20])=O)=[C:9]([C:11]3[CH:16]=[CH:15][C:14]([F:17])=[CH:13][CH:12]=3)[N:10]=2)[CH:7]=1.C(Cl)(=O)C(Cl)=O.[CH3:27][N:28](C=O)C.CN. (3) Given the product [N+:1]([C:4]1[CH:5]=[CH:6][C:7]([C@@H:10]([CH3:13])[CH2:11][NH:12][S:24]([CH:21]([CH3:23])[CH3:22])(=[O:26])=[O:25])=[CH:8][CH:9]=1)([O-:3])=[O:2], predict the reactants needed to synthesize it. The reactants are: [N+:1]([C:4]1[CH:9]=[CH:8][C:7]([C@@H:10]([CH3:13])[CH2:11][NH2:12])=[CH:6][CH:5]=1)([O-:3])=[O:2].C(N(CC)CC)C.[CH:21]([S:24](Cl)(=[O:26])=[O:25])([CH3:23])[CH3:22]. (4) Given the product [Si:10]([O:24][C@@H:18]([CH2:17][CH2:16][N:15]([CH3:25])[CH3:14])[C:19]([O:21][CH2:22][CH3:23])=[O:20])([C:7]([CH3:9])([CH3:8])[CH3:6])([CH3:12])[CH3:11], predict the reactants needed to synthesize it. The reactants are: N1C=CN=C1.[CH3:6][C:7]([Si:10](Cl)([CH3:12])[CH3:11])([CH3:9])[CH3:8].[CH3:14][N:15]([CH3:25])[CH2:16][CH2:17][C@H:18]([OH:24])[C:19]([O:21][CH2:22][CH3:23])=[O:20].O. (5) Given the product [N:42]([CH:9]1[C:10]2[C:15](=[CH:14][C:13]([O:18][CH3:19])=[CH:12][CH:11]=2)[CH2:16][CH2:17][CH:8]1[CH2:1][C:2]1[CH:7]=[CH:6][CH:5]=[CH:4][CH:3]=1)=[N+:43]=[N-:44], predict the reactants needed to synthesize it. The reactants are: [CH2:1]([CH:8]1[CH2:17][CH2:16][C:15]2[C:10](=[CH:11][CH:12]=[C:13]([O:18][CH3:19])[CH:14]=2)[CH:9]1O)[C:2]1[CH:7]=[CH:6][CH:5]=[CH:4][CH:3]=1.C1(C)C=CC=CC=1.C1(P([N:42]=[N+:43]=[N-:44])(C2C=CC=CC=2)=O)C=CC=CC=1.N12CCCN=C1CCCCC2. (6) Given the product [CH3:28][O:29][C:1](=[O:7])[C:17](=[C:30]1[CH2:35][CH2:34][CH2:33][CH2:32][CH2:31]1)[C:18]([O:20][CH3:21])=[O:19], predict the reactants needed to synthesize it. The reactants are: [C:1]1(=[O:7])CCCCC1.Cl.C(N[CH2:17][C:18]([OH:20])=[O:19])C1C=CC=CC=1.[CH2:21](N(CC)CC)C.[CH2:28]=[O:29].[CH:30]1[CH:35]=[CH:34][CH:33]=[CH:32][CH:31]=1.